From a dataset of Peptide-MHC class I binding affinity with 185,985 pairs from IEDB/IMGT. Regression. Given a peptide amino acid sequence and an MHC pseudo amino acid sequence, predict their binding affinity value. This is MHC class I binding data. (1) The peptide sequence is PVNRPIDWK. The MHC is HLA-A33:01 with pseudo-sequence HLA-A33:01. The binding affinity (normalized) is 0.0641. (2) The peptide sequence is LTFDVFRPL. The MHC is HLA-A02:03 with pseudo-sequence HLA-A02:03. The binding affinity (normalized) is 0.403. (3) The peptide sequence is CAVHLIIYY. The MHC is HLA-A31:01 with pseudo-sequence HLA-A31:01. The binding affinity (normalized) is 0.214.